This data is from Full USPTO retrosynthesis dataset with 1.9M reactions from patents (1976-2016). The task is: Predict the reactants needed to synthesize the given product. (1) Given the product [F:22][CH2:21][CH2:20][NH:19][C:9]1[S:10][CH:11]2[O:12][C@H:13]([CH2:14][OH:15])[C@@H:5]([OH:4])[C@H:6]([OH:24])[CH:7]2[N:8]=1, predict the reactants needed to synthesize it. The reactants are: C([O:4][C@@H:5]1[C@@H:13]([CH2:14][O:15]C(=O)C)[O:12][CH:11]2[CH:7]([N:8]=[C:9]([NH:19][CH2:20][CH:21](F)[F:22])[S:10]2)[C@H:6]1[O:24]C(=O)C)(=O)C.C([O-])([O-])=O.[K+].[K+]. (2) Given the product [Br:1][C:2]1[C:10]2[CH2:9][O:8][C:7](=[O:11])[C:6]=2[CH:5]=[CH:4][C:3]=1[CH:13]=[CH2:14], predict the reactants needed to synthesize it. The reactants are: [Br:1][C:2]1[C:10]2[CH2:9][O:8][C:7](=[O:11])[C:6]=2[CH:5]=[CH:4][C:3]=1Br.[CH:13]([B-](F)(F)F)=[CH2:14].[K+]. (3) The reactants are: [CH3:1][N:2]1[C:10]2[C:5](=[CH:6][C:7]([C:11]3[CH:12]=[C:13]4[C:18](=[C:19]([O:21]COCC[Si](C)(C)C)[CH:20]=3)[N:17]=[CH:16][N:15](COCC[Si](C)(C)C)[C:14]4=[O:38])=[CH:8][CH:9]=2)[CH:4]=[N:3]1.O. Given the product [OH:21][C:19]1[CH:20]=[C:11]([C:7]2[CH:6]=[C:5]3[C:10](=[CH:9][CH:8]=2)[N:2]([CH3:1])[N:3]=[CH:4]3)[CH:12]=[C:13]2[C:18]=1[N:17]=[CH:16][NH:15][C:14]2=[O:38], predict the reactants needed to synthesize it.